Regression. Given a peptide amino acid sequence and an MHC pseudo amino acid sequence, predict their binding affinity value. This is MHC class I binding data. From a dataset of Peptide-MHC class I binding affinity with 185,985 pairs from IEDB/IMGT. (1) The MHC is HLA-A68:01 with pseudo-sequence HLA-A68:01. The peptide sequence is TRYPLTFGW. The binding affinity (normalized) is 0. (2) The MHC is HLA-A29:02 with pseudo-sequence HLA-A29:02. The peptide sequence is LYFIKGLNNL. The binding affinity (normalized) is 0.598. (3) The peptide sequence is QPKKAAAAL. The MHC is HLA-B08:01 with pseudo-sequence HLA-B08:01. The binding affinity (normalized) is 0.509. (4) The binding affinity (normalized) is 0.341. The peptide sequence is RIGTAATKRY. The MHC is HLA-A03:01 with pseudo-sequence HLA-A03:01. (5) The peptide sequence is VPAPAGPIV. The MHC is HLA-B15:01 with pseudo-sequence HLA-B15:01. The binding affinity (normalized) is 0.0847. (6) The binding affinity (normalized) is 0.00418. The peptide sequence is IRFPKTFGY. The MHC is Mamu-B03 with pseudo-sequence Mamu-B03. (7) The peptide sequence is DEWECTRDD. The MHC is HLA-B57:01 with pseudo-sequence HLA-B57:01. The binding affinity (normalized) is 0.0847.